Dataset: Full USPTO retrosynthesis dataset with 1.9M reactions from patents (1976-2016). Task: Predict the reactants needed to synthesize the given product. (1) Given the product [C:7]([O:29][C:27](=[O:28])[NH:1][C@@H:2]([C:4]1[N:5]([C:16]2[CH:17]=[CH:18][C:19]([O:22][CH2:23][CH3:24])=[CH:20][CH:21]=2)[C:6](=[O:15])[C:7]2[CH2:13][CH2:12][CH2:11][N:10]([CH3:14])[C:8]=2[N:9]=1)[CH3:3])([CH3:13])([CH3:8])[CH3:6], predict the reactants needed to synthesize it. The reactants are: [NH2:1][C@@H:2]([C:4]1[N:5]([C:16]2[CH:21]=[CH:20][C:19]([O:22][CH2:23][CH3:24])=[CH:18][CH:17]=2)[C:6](=[O:15])[C:7]2[CH2:13][CH2:12][CH2:11][N:10]([CH3:14])[C:8]=2[N:9]=1)[CH3:3].FC(F)(F)[C:27]([OH:29])=[O:28]. (2) Given the product [N:1]1([C:5](=[O:25])[CH2:6][C:7]2[CH:12]=[CH:11][C:10]([C:13]3[CH:14]=[C:15]4[C:19](=[CH:20][C:21]=3[Cl:22])[NH:18][CH:17]=[C:16]4[C:23]([OH:32])=[O:24])=[CH:9][CH:8]=2)[CH2:4][CH2:3][CH2:2]1, predict the reactants needed to synthesize it. The reactants are: [N:1]1([C:5](=[O:25])[CH2:6][C:7]2[CH:12]=[CH:11][C:10]([C:13]3[CH:14]=[C:15]4[C:19](=[CH:20][C:21]=3[Cl:22])[NH:18][CH:17]=[C:16]4[CH:23]=[O:24])=[CH:9][CH:8]=2)[CH2:4][CH2:3][CH2:2]1.CC(=CC)C.Cl([O-])=[O:32].[Na+].O.O.OP([O-])(O)=O.[Na+]. (3) Given the product [C:1]([C:9]1[CH:14]=[CH:13][CH:12]=[CH:11][C:10]=1[C:15]1[CH:16]=[C:17]2[C:22](=[C:23]([OH:25])[CH:24]=1)[N:21]=[CH:20][NH:19][C:18]2=[O:42])(=[O:8])[C:2]1[CH:3]=[CH:4][CH:5]=[CH:6][CH:7]=1, predict the reactants needed to synthesize it. The reactants are: [C:1]([C:9]1[CH:14]=[CH:13][CH:12]=[CH:11][C:10]=1[C:15]1[CH:16]=[C:17]2[C:22](=[C:23]([O:25]COCC[Si](C)(C)C)[CH:24]=1)[N:21]=[CH:20][N:19](COCC[Si](C)(C)C)[C:18]2=[O:42])(=[O:8])[C:2]1[CH:7]=[CH:6][CH:5]=[CH:4][CH:3]=1.O. (4) Given the product [CH3:28][N:24]([CH2:23][C:19]1[CH:18]=[C:17]([C:15]2[NH:14][C:10]3=[N:11][CH:12]=[CH:13][C:8]([C:6]4[C:5]([C:29]5[CH:30]=[CH:31][C:32]([NH:35][C:39]([NH:38][CH2:36][CH3:37])=[O:40])=[CH:33][CH:34]=5)=[N:4][N:3]([CH2:1][CH3:2])[CH:7]=4)=[C:9]3[CH:16]=2)[CH:22]=[CH:21][CH:20]=1)[CH3:25], predict the reactants needed to synthesize it. The reactants are: [CH2:1]([N:3]1[CH:7]=[C:6]([C:8]2[CH:13]=[CH:12][N:11]=[C:10]3[NH:14][C:15]([C:17]4[CH:22]=[CH:21][CH:20]=[C:19]([CH2:23][N:24]5[CH2:28]CC[CH2:25]5)[CH:18]=4)=[CH:16][C:9]=23)[C:5]([C:29]2[CH:34]=[CH:33][C:32]([NH2:35])=[CH:31][CH:30]=2)=[N:4]1)[CH3:2].[CH2:36]([N:38]=[C:39]=[O:40])[CH3:37].